This data is from Orexin1 receptor HTS with 218,158 compounds and 233 confirmed actives. The task is: Binary Classification. Given a drug SMILES string, predict its activity (active/inactive) in a high-throughput screening assay against a specified biological target. (1) The molecule is S(=O)(=O)(N1CC(CCC1)C(=O)N1CCN(CC1)c1ccccc1)CCC. The result is 0 (inactive). (2) The compound is S(c1n(N)c(=O)c(nn1)Cc1ccccc1)CC(=O)Nc1ccc(OC(F)F)cc1. The result is 0 (inactive). (3) The compound is S(=O)(=O)(NC(C(C)C)C(OCC(=O)NC(=O)C1CCCCC1)=O)c1ccc(cc1)C. The result is 0 (inactive). (4) The compound is s1c(NC(=O)NC2C(C(CCC2)C)C)ccc1. The result is 0 (inactive). (5) The compound is O=C(NC1CCCC1)NC(=O)CN1CCCC1. The result is 0 (inactive). (6) The drug is Clc1c(Cn2nc(c3c2sc(c3)C(=O)NC(CC)CC)C)cccc1. The result is 0 (inactive). (7) The drug is O(Cc1nc(Nc2c(c(ccc2)C)C)nc(n1)N)c1ccc(OC)cc1. The result is 0 (inactive).